From a dataset of NCI-60 drug combinations with 297,098 pairs across 59 cell lines. Regression. Given two drug SMILES strings and cell line genomic features, predict the synergy score measuring deviation from expected non-interaction effect. (1) Drug 1: C1=CC=C(C(=C1)C(C2=CC=C(C=C2)Cl)C(Cl)Cl)Cl. Drug 2: CC12CCC3C(C1CCC2O)C(CC4=C3C=CC(=C4)O)CCCCCCCCCS(=O)CCCC(C(F)(F)F)(F)F. Cell line: ACHN. Synergy scores: CSS=4.27, Synergy_ZIP=-0.964, Synergy_Bliss=3.70, Synergy_Loewe=0.0404, Synergy_HSA=0.973. (2) Drug 1: CC1C(C(CC(O1)OC2CC(CC3=C2C(=C4C(=C3O)C(=O)C5=C(C4=O)C(=CC=C5)OC)O)(C(=O)CO)O)N)O.Cl. Drug 2: C1=NNC2=C1C(=O)NC=N2. Cell line: EKVX. Synergy scores: CSS=-0.689, Synergy_ZIP=1.49, Synergy_Bliss=3.51, Synergy_Loewe=-0.956, Synergy_HSA=-0.592.